From a dataset of Catalyst prediction with 721,799 reactions and 888 catalyst types from USPTO. Predict which catalyst facilitates the given reaction. (1) Reactant: [Cl:1][C:2]1[S:6][C:5](/[CH:7]=[CH:8]/[S:9]([NH:12][C@H:13]2[CH2:17][CH2:16][N:15]([C:18]3[CH:19]=[CH:20][C:21]4[CH2:27][N:26]([C:28]([O:30][C:31]([CH3:34])([CH3:33])[CH3:32])=[O:29])[CH2:25][CH2:24][CH2:23][C:22]=4[CH:35]=3)[C:14]2=[O:36])(=[O:11])=[O:10])=[CH:4][CH:3]=1.[C:37](=O)([O-])[O-].[K+].[K+].IC.[Cl-].[NH4+]. Product: [Cl:1][C:2]1[S:6][C:5](/[CH:7]=[CH:8]/[S:9]([N:12]([CH3:37])[C@H:13]2[CH2:17][CH2:16][N:15]([C:18]3[CH:19]=[CH:20][C:21]4[CH2:27][N:26]([C:28]([O:30][C:31]([CH3:32])([CH3:33])[CH3:34])=[O:29])[CH2:25][CH2:24][CH2:23][C:22]=4[CH:35]=3)[C:14]2=[O:36])(=[O:10])=[O:11])=[CH:4][CH:3]=1. The catalyst class is: 3. (2) Reactant: [Br:1][C:2]1[C:7]([CH:8]=[O:9])=[C:6]([OH:10])[C:5]([O:11][CH3:12])=[CH:4][CH:3]=1.C(N(CC)CC)C.[CH3:20][S:21](Cl)(=[O:23])=[O:22].O. Product: [CH3:20][S:21]([O:10][C:6]1[C:5]([O:11][CH3:12])=[CH:4][CH:3]=[C:2]([Br:1])[C:7]=1[CH:8]=[O:9])(=[O:23])=[O:22].[Br:1][C:2]1[C:7]2[CH:8]=[CH:20][S:21](=[O:23])(=[O:22])[O:10][C:6]=2[C:5]([O:11][CH3:12])=[CH:4][CH:3]=1. The catalyst class is: 4. (3) The catalyst class is: 8. Reactant: Cl[C:2]1[N:7]=[C:6]([CH3:8])[C:5]([N+:9]([O-:11])=[O:10])=[C:4]([CH3:12])[N:3]=1.Cl.[CH2:14]([O:16][C:17](=[O:20])[CH2:18][NH2:19])[CH3:15].C(N(CC)CC)C. Product: [CH3:12][C:4]1[C:5]([N+:9]([O-:11])=[O:10])=[C:6]([CH3:8])[N:7]=[C:2]([NH:19][CH2:18][C:17]([O:16][CH2:14][CH3:15])=[O:20])[N:3]=1. (4) Reactant: [F:1][C:2]1[C:7]([F:8])=[CH:6][C:5]([C:9]2[CH:14]=[CH:13][C:12]([O:15][CH2:16][C:17]3[CH:22]=[CH:21][CH:20]=[C:19]([N+:23]([O-])=O)[CH:18]=3)=[CH:11][CH:10]=2)=[C:4]([O:26][CH3:27])[CH:3]=1.[ClH:28]. Product: [ClH:28].[F:1][C:2]1[C:7]([F:8])=[CH:6][C:5]([C:9]2[CH:10]=[CH:11][C:12]([O:15][CH2:16][C:17]3[CH:18]=[C:19]([NH2:23])[CH:20]=[CH:21][CH:22]=3)=[CH:13][CH:14]=2)=[C:4]([O:26][CH3:27])[CH:3]=1. The catalyst class is: 591. (5) Reactant: [Cl:1][C:2]1[CH:20]=[C:19]([O:21][CH2:22][CH:23]=[C:24]([Cl:26])[Cl:25])[CH:18]=[C:17]([Cl:27])[C:3]=1[O:4][CH2:5][CH2:6][CH2:7][O:8][C:9]1[CH:16]=[CH:15][C:12]([C:13]#[N:14])=[CH:11][CH:10]=1.Cl.[NH2:29][OH:30].C(N(CC)CC)C. Product: [Cl:1][C:2]1[CH:20]=[C:19]([O:21][CH2:22][CH:23]=[C:24]([Cl:26])[Cl:25])[CH:18]=[C:17]([Cl:27])[C:3]=1[O:4][CH2:5][CH2:6][CH2:7][O:8][C:9]1[CH:10]=[CH:11][C:12]([C:13]([NH:29][OH:30])=[NH:14])=[CH:15][CH:16]=1. The catalyst class is: 8. (6) Reactant: I[C:2]1[C:7]2[C:8]3[C:9]([NH:15][C:6]=2[C:5](=[O:16])[N:4]([CH2:17][C:18]2[CH:23]=[CH:22][C:21]([O:24][CH3:25])=[CH:20][CH:19]=2)[CH:3]=1)=[N:10][CH:11]=[C:12]([CH3:14])[CH:13]=3.[CH2:26]([S:28]([C:31]1[CH:32]=[C:33](B(O)O)[CH:34]=[CH:35][CH:36]=1)(=[O:30])=[O:29])[CH3:27].O1CCOCC1. Product: [CH2:26]([S:28]([C:31]1[CH:36]=[C:35]([C:2]2[C:7]3[C:8]4[C:9]([NH:15][C:6]=3[C:5](=[O:16])[N:4]([CH2:17][C:18]3[CH:23]=[CH:22][C:21]([O:24][CH3:25])=[CH:20][CH:19]=3)[CH:3]=2)=[N:10][CH:11]=[C:12]([CH3:14])[CH:13]=4)[CH:34]=[CH:33][CH:32]=1)(=[O:29])=[O:30])[CH3:27]. The catalyst class is: 2.